This data is from Full USPTO retrosynthesis dataset with 1.9M reactions from patents (1976-2016). The task is: Predict the reactants needed to synthesize the given product. (1) Given the product [Br:1][C:2]1[CH:9]=[CH:8][C:5]([CH2:6][NH:11][CH2:12][C:13]([NH2:15])=[O:14])=[CH:4][CH:3]=1, predict the reactants needed to synthesize it. The reactants are: [Br:1][C:2]1[CH:9]=[CH:8][C:5]([CH:6]=O)=[CH:4][CH:3]=1.Cl.[NH2:11][CH2:12][C:13]([NH2:15])=[O:14].[OH-].[Na+].[BH4-].[Na+]. (2) Given the product [OH:13][C:9]1([C:19]2[CH:20]=[C:15]([CH3:14])[C:16]([OH:22])=[CH:17][C:18]=2[CH3:21])[C:10](=[O:11])[C:4]2[C:5](=[CH:6][CH:1]=[CH:2][CH:3]=2)[C:7]1=[O:8], predict the reactants needed to synthesize it. The reactants are: [CH:1]1[CH:6]=[C:5]2[C:7]([C:9]([OH:13])(O)[C:10](=[O:11])[C:4]2=[CH:3][CH:2]=1)=[O:8].[CH3:14][C:15]1[CH:20]=[CH:19][C:18]([CH3:21])=[CH:17][C:16]=1[OH:22]. (3) Given the product [OH:3][CH:4]1[CH:8]([NH:9][C:10]([C@H:12]2[N:16]3[C:17](=[O:36])[C@@H:18]([NH:23][C:24]([C:26]4[C:35]5[C:30](=[CH:31][CH:32]=[CH:33][CH:34]=5)[CH:29]=[CH:28][N:27]=4)=[O:25])[CH2:19][CH:20]=[CH:21][CH2:22][C@@H:15]3[CH2:14][CH2:13]2)=[O:11])[CH2:7][C:6](=[O:37])[O:5]1, predict the reactants needed to synthesize it. The reactants are: C([O:3][CH:4]1[CH:8]([NH:9][C:10]([CH:12]2[N:16]3[C:17](=[O:36])[CH:18]([NH:23][C:24]([C:26]4[C:35]5[C:30](=[CH:31][CH:32]=[CH:33][CH:34]=5)[CH:29]=[CH:28][N:27]=4)=[O:25])[CH2:19][CH:20]=[CH:21][CH2:22][CH:15]3[CH2:14][CH2:13]2)=[O:11])[CH2:7][C:6](=[O:37])[O:5]1)C.FC(F)(F)C(O)=O. (4) Given the product [Cl:1][C:2]1[N:10]=[C:9]2[C:5]([N:6]=[CH:7][N:8]2[CH2:11][CH2:12][CH3:13])=[C:4]([NH:15][CH2:16][C:17]2[CH:18]=[N:19][CH:20]=[CH:21][CH:22]=2)[N:3]=1, predict the reactants needed to synthesize it. The reactants are: [Cl:1][C:2]1[N:10]=[C:9]2[C:5]([N:6]=[CH:7][N:8]2[CH2:11][CH2:12][CH3:13])=[C:4](Cl)[N:3]=1.[NH2:15][CH2:16][C:17]1[CH:18]=[N:19][CH:20]=[CH:21][CH:22]=1.C(N(CC)CC)C. (5) Given the product [CH3:19][O:20][C:21](=[O:38])[C@@H:22]1[CH2:26][C@@H:25]([O:27][S:14]([C:11]2[CH:12]=[CH:13][C:8]([CH3:18])=[CH:9][CH:10]=2)(=[O:16])=[O:15])[CH2:24][N:23]1[C:28]([O:30][CH2:31][C:32]1[CH:37]=[CH:36][CH:35]=[CH:34][CH:33]=1)=[O:29], predict the reactants needed to synthesize it. The reactants are: C(N(CC)CC)C.[C:8]1([CH3:18])[CH:13]=[CH:12][C:11]([S:14](Cl)(=[O:16])=[O:15])=[CH:10][CH:9]=1.[CH3:19][O:20][C:21](=[O:38])[C@@H:22]1[CH2:26][C@@H:25]([OH:27])[CH2:24][N:23]1[C:28]([O:30][CH2:31][C:32]1[CH:37]=[CH:36][CH:35]=[CH:34][CH:33]=1)=[O:29].